This data is from Forward reaction prediction with 1.9M reactions from USPTO patents (1976-2016). The task is: Predict the product of the given reaction. Given the reactants [CH3:1][Si:2]([C:5]#[CH:6])([CH3:4])[CH3:3].C([Li])CCC.[O:12]1[CH2:17][CH2:16][C:15](=[O:18])[CH2:14][CH2:13]1, predict the reaction product. The product is: [CH3:1][Si:2]([C:5]#[C:6][C:15]1([OH:18])[CH2:16][CH2:17][O:12][CH2:13][CH2:14]1)([CH3:4])[CH3:3].